Dataset: NCI-60 drug combinations with 297,098 pairs across 59 cell lines. Task: Regression. Given two drug SMILES strings and cell line genomic features, predict the synergy score measuring deviation from expected non-interaction effect. (1) Drug 1: CC(C1=C(C=CC(=C1Cl)F)Cl)OC2=C(N=CC(=C2)C3=CN(N=C3)C4CCNCC4)N. Drug 2: COC1=NC(=NC2=C1N=CN2C3C(C(C(O3)CO)O)O)N. Cell line: CAKI-1. Synergy scores: CSS=4.15, Synergy_ZIP=-5.88, Synergy_Bliss=-7.59, Synergy_Loewe=-13.6, Synergy_HSA=-6.26. (2) Drug 1: COC1=CC(=CC(=C1O)OC)C2C3C(COC3=O)C(C4=CC5=C(C=C24)OCO5)OC6C(C(C7C(O6)COC(O7)C8=CC=CS8)O)O. Drug 2: CC1=C(C=C(C=C1)NC(=O)C2=CC=C(C=C2)CN3CCN(CC3)C)NC4=NC=CC(=N4)C5=CN=CC=C5. Cell line: LOX IMVI. Synergy scores: CSS=39.7, Synergy_ZIP=5.92, Synergy_Bliss=5.09, Synergy_Loewe=-17.8, Synergy_HSA=3.98. (3) Drug 1: CCC1=CC2CC(C3=C(CN(C2)C1)C4=CC=CC=C4N3)(C5=C(C=C6C(=C5)C78CCN9C7C(C=CC9)(C(C(C8N6C)(C(=O)OC)O)OC(=O)C)CC)OC)C(=O)OC.C(C(C(=O)O)O)(C(=O)O)O. Drug 2: COCCOC1=C(C=C2C(=C1)C(=NC=N2)NC3=CC=CC(=C3)C#C)OCCOC.Cl. Cell line: NCI/ADR-RES. Synergy scores: CSS=4.81, Synergy_ZIP=-1.12, Synergy_Bliss=2.02, Synergy_Loewe=3.74, Synergy_HSA=3.66. (4) Drug 1: CCC1=CC2CC(C3=C(CN(C2)C1)C4=CC=CC=C4N3)(C5=C(C=C6C(=C5)C78CCN9C7C(C=CC9)(C(C(C8N6C)(C(=O)OC)O)OC(=O)C)CC)OC)C(=O)OC.C(C(C(=O)O)O)(C(=O)O)O. Drug 2: C1=NC2=C(N=C(N=C2N1C3C(C(C(O3)CO)O)O)F)N. Cell line: SF-268. Synergy scores: CSS=14.3, Synergy_ZIP=-1.03, Synergy_Bliss=-0.562, Synergy_Loewe=-34.6, Synergy_HSA=-0.742. (5) Drug 1: CN(C)C1=NC(=NC(=N1)N(C)C)N(C)C. Drug 2: CN1C2=C(C=C(C=C2)N(CCCl)CCCl)N=C1CCCC(=O)O.Cl. Cell line: SF-295. Synergy scores: CSS=-1.71, Synergy_ZIP=-1.74, Synergy_Bliss=-4.98, Synergy_Loewe=-3.82, Synergy_HSA=-3.96. (6) Drug 1: CN1CCC(CC1)COC2=C(C=C3C(=C2)N=CN=C3NC4=C(C=C(C=C4)Br)F)OC. Drug 2: CN(C(=O)NC(C=O)C(C(C(CO)O)O)O)N=O. Cell line: TK-10. Synergy scores: CSS=-3.36, Synergy_ZIP=-9.27, Synergy_Bliss=-14.4, Synergy_Loewe=-38.9, Synergy_HSA=-13.4.